Dataset: Peptide-MHC class I binding affinity with 185,985 pairs from IEDB/IMGT. Task: Regression. Given a peptide amino acid sequence and an MHC pseudo amino acid sequence, predict their binding affinity value. This is MHC class I binding data. (1) The peptide sequence is HRTLLMNEL. The MHC is HLA-C06:02 with pseudo-sequence HLA-C06:02. The binding affinity (normalized) is 0.0847. (2) The peptide sequence is LPLMMLSPL. The MHC is HLA-B08:01 with pseudo-sequence HLA-B08:01. The binding affinity (normalized) is 0.579. (3) The peptide sequence is PSPPPPGL. The MHC is Mamu-A01 with pseudo-sequence Mamu-A01. The binding affinity (normalized) is 0.721. (4) The peptide sequence is FVAAALHNV. The MHC is HLA-A01:01 with pseudo-sequence HLA-A01:01. The binding affinity (normalized) is 0.0820. (5) The peptide sequence is KAGQYVTIW. The MHC is HLA-B40:01 with pseudo-sequence HLA-B40:01. The binding affinity (normalized) is 0.116. (6) The peptide sequence is NYFKKVDGI. The MHC is HLA-A23:01 with pseudo-sequence HLA-A23:01. The binding affinity (normalized) is 0.135. (7) The peptide sequence is CTCGSSDLYL. The MHC is Patr-B0101 with pseudo-sequence Patr-B0101. The binding affinity (normalized) is 0.379. (8) The peptide sequence is KTANTRKDEML. The MHC is Mamu-A01 with pseudo-sequence Mamu-A01. The binding affinity (normalized) is 0.335. (9) The peptide sequence is ALFEDYPGC. The MHC is HLA-B08:01 with pseudo-sequence HLA-B08:01. The binding affinity (normalized) is 0.0847. (10) The peptide sequence is TVNVILRPK. The MHC is HLA-B15:01 with pseudo-sequence HLA-B15:01. The binding affinity (normalized) is 0.0847.